This data is from Peptide-MHC class II binding affinity with 134,281 pairs from IEDB. The task is: Regression. Given a peptide amino acid sequence and an MHC pseudo amino acid sequence, predict their binding affinity value. This is MHC class II binding data. (1) The peptide sequence is RPVTGPRAPEKNGQN. The MHC is DRB1_0101 with pseudo-sequence DRB1_0101. The binding affinity (normalized) is 0.146. (2) The peptide sequence is ANVMAASLRKAGKSV. The MHC is HLA-DQA10201-DQB10301 with pseudo-sequence HLA-DQA10201-DQB10301. The binding affinity (normalized) is 0.661. (3) The peptide sequence is ALVFDLPAALQRAIP. The MHC is HLA-DQA10301-DQB10302 with pseudo-sequence HLA-DQA10301-DQB10302. The binding affinity (normalized) is 0.316. (4) The peptide sequence is MFISDTPGERNPYEN. The MHC is DRB1_0404 with pseudo-sequence DRB1_0404. The binding affinity (normalized) is 0.516. (5) The MHC is HLA-DQA10101-DQB10501 with pseudo-sequence HLA-DQA10101-DQB10501. The peptide sequence is PKDSDEFIPMKSSWG. The binding affinity (normalized) is 0.